This data is from Full USPTO retrosynthesis dataset with 1.9M reactions from patents (1976-2016). The task is: Predict the reactants needed to synthesize the given product. (1) Given the product [O:25]1[CH2:24][CH2:23][CH2:22][CH:21]1[CH2:20][NH:26][C:2]1[N:7]2[N:8]=[C:9]([NH:11][C:12](=[O:19])[C:13]3[CH:18]=[CH:17][CH:16]=[N:15][CH:14]=3)[N:10]=[C:6]2[CH:5]=[CH:4][CH:3]=1, predict the reactants needed to synthesize it. The reactants are: Br[C:2]1[N:7]2[N:8]=[C:9]([NH:11][C:12](=[O:19])[C:13]3[CH:18]=[CH:17][CH:16]=[N:15][CH:14]=3)[N:10]=[C:6]2[CH:5]=[CH:4][CH:3]=1.[CH2:20]([NH2:26])[CH:21]1[O:25][CH2:24][CH2:23][CH2:22]1. (2) Given the product [NH2:19][CH:17]([C:10]1[CH:9]=[C:8]([N:7]([CH2:21][O:22][CH2:23][CH2:24][Si:25]([CH3:28])([CH3:27])[CH3:26])[CH2:6][O:5][CH2:4][CH2:3][Si:2]([CH3:29])([CH3:1])[CH3:30])[N:13]2[N:14]=[CH:15][CH:16]=[C:12]2[N:11]=1)[CH3:18], predict the reactants needed to synthesize it. The reactants are: [CH3:1][Si:2]([CH3:30])([CH3:29])[CH2:3][CH2:4][O:5][CH2:6][N:7]([CH2:21][O:22][CH2:23][CH2:24][Si:25]([CH3:28])([CH3:27])[CH3:26])[C:8]1[N:13]2[N:14]=[CH:15][CH:16]=[C:12]2[N:11]=[C:10]([C:17](=[N:19]O)[CH3:18])[CH:9]=1.[H][H]. (3) The reactants are: Cl.[NH2:2][C:3]1[C:12]2[C:7](=[CH:8][CH:9]=[CH:10][CH:11]=2)[C:6]([OH:13])=[CH:5][CH:4]=1.[C:14]([O:18][C:19](O[C:19]([O:18][C:14]([CH3:17])([CH3:16])[CH3:15])=[O:20])=[O:20])([CH3:17])([CH3:16])[CH3:15]. Given the product [C:14]([O:18][C:19](=[O:20])[NH:2][C:3]1[C:12]2[C:7](=[CH:8][CH:9]=[CH:10][CH:11]=2)[C:6]([OH:13])=[CH:5][CH:4]=1)([CH3:17])([CH3:16])[CH3:15], predict the reactants needed to synthesize it. (4) Given the product [P:64]([O:69][CH2:70][CH3:71])([O:66][CH2:67][CH3:68])([O:27][C:26]1[C:25]2[CH:24]=[CH:23][CH:22]=[CH:21][C:20]=2[N:19]=[C:18]2[O:28][C@H:29]3[CH2:35][N:32]([C:33](=[O:34])[C@H:6]([CH:1]4[CH2:5][CH2:4][CH2:3][CH2:2]4)[NH:7][C:8](=[O:56])[O:9][C@@H:10]4[CH2:55][CH2:54][CH2:53][C@H:11]4[CH2:12][CH2:13][CH:14]=[CH:15][CH2:16][C:17]=12)[C@H:31]([C:36](=[O:37])[NH:38][C@:39]1([C:44](=[O:52])[NH:45][S:46]([CH:49]2[CH2:50][CH2:51]2)(=[O:47])=[O:48])[CH2:41][C@H:40]1[CH:42]=[CH2:43])[CH2:30]3)=[O:65], predict the reactants needed to synthesize it. The reactants are: [CH:1]1([C@H:6]2[C:33](=[O:34])[N:32]3[CH2:35][C@@H:29]([CH2:30][C@H:31]3[C:36]([NH:38][C@:39]3([C:44](=[O:52])[NH:45][S:46]([CH:49]4[CH2:51][CH2:50]4)(=[O:48])=[O:47])[CH2:41][C@H:40]3[CH:42]=[CH2:43])=[O:37])[O:28][C:18]3=[N:19][C:20]4[CH:21]=[CH:22][CH:23]=[CH:24][C:25]=4[C:26]([OH:27])=[C:17]3[CH2:16][CH:15]=[CH:14][CH2:13][CH2:12][C@@H:11]3[CH2:53][CH2:54][CH2:55][C@H:10]3[O:9][C:8](=[O:56])[NH:7]2)[CH2:5][CH2:4][CH2:3][CH2:2]1.C(N(CC)CC)C.[P:64](Cl)([O:69][CH2:70][CH3:71])([O:66][CH2:67][CH3:68])=[O:65]. (5) Given the product [F:29][C:28]([F:31])([F:30])[S:25]([O:14][C:11]1[CH:10]=[CH:9][C:8]2[CH:7]=[CH:6][C:5](=[O:15])[N:4]([CH2:1][CH:2]=[CH2:3])[C:13]=2[N:12]=1)(=[O:27])=[O:26], predict the reactants needed to synthesize it. The reactants are: [CH2:1]([N:4]1[C:13]2[NH:12][C:11](=[O:14])[CH:10]=[CH:9][C:8]=2[CH:7]=[CH:6][C:5]1=[O:15])[CH:2]=[CH2:3].[H-].[Na+].C1C=CC(N([S:25]([C:28]([F:31])([F:30])[F:29])(=[O:27])=[O:26])[S:25]([C:28]([F:31])([F:30])[F:29])(=[O:27])=[O:26])=CC=1.O.